From a dataset of Catalyst prediction with 721,799 reactions and 888 catalyst types from USPTO. Predict which catalyst facilitates the given reaction. (1) Reactant: [NH2:1][C:2]1[CH:7]=[N:6][C:5]([C:8]2[CH:13]=[CH:12][CH:11]=[C:10]([O:14]C)[CH:9]=2)=[CH:4][N:3]=1.B(Br)(Br)Br.[OH-].[Na+]. Product: [NH2:1][C:2]1[CH:7]=[N:6][C:5]([C:8]2[CH:13]=[CH:12][CH:11]=[C:10]([OH:14])[CH:9]=2)=[CH:4][N:3]=1. The catalyst class is: 2. (2) Reactant: [F:1][C:2]1[CH:3]=[CH:4][C:5]([CH3:14])=[C:6]([S:8]([N:11]([CH3:13])[CH3:12])(=[O:10])=[O:9])[CH:7]=1.[Br:15]N1C(=O)CCC1=O. Product: [Br:15][CH2:14][C:5]1[CH:4]=[CH:3][C:2]([F:1])=[CH:7][C:6]=1[S:8]([N:11]([CH3:13])[CH3:12])(=[O:10])=[O:9]. The catalyst class is: 53. (3) Reactant: Br[C:2]1[CH:10]=[CH:9][C:5]2[S:6][CH:7]=[CH:8][C:4]=2[CH:3]=1.[OH:11][C:12]1[CH:17]=[CH:16][C:15](B(O)O)=[CH:14][CH:13]=1.O.C([O-])([O-])=O.[Cs+].[Cs+]. Product: [S:6]1[CH:7]=[CH:8][C:4]2[CH:3]=[C:2]([C:15]3[CH:16]=[CH:17][C:12]([OH:11])=[CH:13][CH:14]=3)[CH:10]=[CH:9][C:5]1=2. The catalyst class is: 57. (4) Reactant: C1C2C(COC([N:18]3[CH2:23][C@@H:22]([C:24](=[O:38])[N:25]([CH:35]4[CH2:37][CH2:36]4)[CH2:26][C:27]4[CH:32]=[CH:31][CH:30]=[C:29]([Cl:33])[C:28]=4[Cl:34])[CH2:21][C@@H:20]([NH2:39])[CH2:19]3)=O)C3C(=CC=CC=3)C=2C=CC=1.Cl.[C:41]([CH2:45][C:46](Cl)=[O:47])([CH3:44])([CH3:43])[CH3:42]. Product: [CH:35]1([N:25]([CH2:26][C:27]2[CH:32]=[CH:31][CH:30]=[C:29]([Cl:33])[C:28]=2[Cl:34])[C:24]([C@H:22]2[CH2:21][C@@H:20]([NH:39][C:46](=[O:47])[CH2:45][C:41]([CH3:44])([CH3:43])[CH3:42])[CH2:19][NH:18][CH2:23]2)=[O:38])[CH2:36][CH2:37]1. The catalyst class is: 23. (5) Reactant: [CH2:1]([O:8][C:9]([N:11]1[C@H:15]([C:16]([OH:18])=[O:17])[CH2:14][NH:13][C:12]1=[O:19])=[O:10])[C:2]1[CH:7]=[CH:6][CH:5]=[CH:4][CH:3]=1.[CH:20]1[CH:25]=[CH:24][C:23]([CH2:26]Br)=[CH:22][CH:21]=1.C([O-])([O-])=O.[K+].[K+]. Product: [O:19]=[C:12]1[NH:13][CH2:14][C@@H:15]([C:16]([O:18][CH2:26][C:23]2[CH:24]=[CH:25][CH:20]=[CH:21][CH:22]=2)=[O:17])[N:11]1[C:9]([O:8][CH2:1][C:2]1[CH:7]=[CH:6][CH:5]=[CH:4][CH:3]=1)=[O:10]. The catalyst class is: 10. (6) Reactant: [C:1]12([CH2:11][O:12][C:13]3[CH:18]=[CH:17][N:16]=[CH:15][C:14]=3[Br:19])[CH2:10][CH:5]3[CH2:6][CH:7]([CH2:9][CH:3]([CH2:4]3)[CH2:2]1)[CH2:8]2.ClC1C=C(C=CC=1)C(OO)=[O:25]. Product: [C:1]12([CH2:11][O:12][C:13]3[CH:18]=[CH:17][N+:16]([O-:25])=[CH:15][C:14]=3[Br:19])[CH2:2][CH:3]3[CH2:9][CH:7]([CH2:6][CH:5]([CH2:4]3)[CH2:10]1)[CH2:8]2. The catalyst class is: 4.